Task: Predict the reaction yield, written as a fraction of the theoretical maximum amount of product (1.0 means a 100% yield; for example, 0.34 means a 34% yield).. Dataset: Reaction yield outcomes from USPTO patents with 853,638 reactions (1) The reactants are [CH3:1][O:2][C:3](=[O:12])[C:4]1[CH:9]=[CH:8][C:7]([CH:10]=O)=[CH:6][CH:5]=1.[CH2:13]([NH:16][CH:17]1[CH2:25][CH2:24][C:20]2[N:21]=[CH:22][S:23][C:19]=2[CH2:18]1)[CH2:14][CH3:15]. No catalyst specified. The product is [CH3:1][O:2][C:3](=[O:12])[C:4]1[CH:9]=[CH:8][C:7]([CH2:10][N:16]([CH2:13][CH2:14][CH3:15])[CH:17]2[CH2:25][CH2:24][C:20]3[N:21]=[CH:22][S:23][C:19]=3[CH2:18]2)=[CH:6][CH:5]=1. The yield is 0.740. (2) The reactants are [CH3:1][O:2][C:3]([C:5]1[O:9][C:8]2[CH:10]=[CH:11][C:12]([O:14][CH3:15])=[CH:13][C:7]=2[C:6]=1[OH:16])=[O:4].[H-].[Na+].[CH2:19](Cl)[O:20][CH2:21][CH2:22][O:23][CH3:24]. The catalyst is C1COCC1. The product is [CH3:1][O:2][C:3]([C:5]1[O:9][C:8]2[CH:10]=[CH:11][C:12]([O:14][CH3:15])=[CH:13][C:7]=2[C:6]=1[O:16][CH2:19][O:20][CH2:21][CH2:22][O:23][CH3:24])=[O:4]. The yield is 0.680. (3) The reactants are [Cl:1][C:2]1[CH:7]=[CH:6][C:5]([CH:8]([C:10]2[CH:15]=[CH:14][C:13]([CH2:16][N:17]3[CH2:22][CH2:21][O:20][CH2:19][CH2:18]3)=[CH:12][CH:11]=2)O)=[CH:4][CH:3]=1.O=S(Cl)Cl.C(N(CC)CC)C.[NH2:34][C:35]1[C:44]2[C:39](=[CH:40][C:41]([Cl:45])=[CH:42][CH:43]=2)[N:38]=[CH:37][CH:36]=1. The catalyst is C(Cl)Cl. The product is [Cl:45][C:41]1[CH:40]=[C:39]2[C:44]([C:35]([NH2:34])=[CH:36][CH2:37][N:38]2[CH:8]([C:5]2[CH:6]=[CH:7][C:2]([Cl:1])=[CH:3][CH:4]=2)[C:10]2[CH:15]=[CH:14][C:13]([CH2:16][N:17]3[CH2:22][CH2:21][O:20][CH2:19][CH2:18]3)=[CH:12][CH:11]=2)=[CH:43][CH:42]=1. The yield is 0.320. (4) The reactants are [Cl-].[Al+3].[Cl-].[Cl-].[Cl-].C[NH+](C)C.C([O:17][C:18]1[C:19]([C:25](=[O:27])[CH3:26])=[N:20][C:21]([Br:24])=[CH:22][CH:23]=1)C1C=CC=CC=1. The catalyst is C1(C)C=CC=CC=1. The product is [Br:24][C:21]1[N:20]=[C:19]([C:25](=[O:27])[CH3:26])[C:18]([OH:17])=[CH:23][CH:22]=1. The yield is 0.830. (5) The reactants are [CH2:1]([O:8][C:9](=[O:37])[NH:10][C@H:11]([C:15]1[CH:20]=[C:19]([C:21]2[N:25]([CH2:26][O:27][CH2:28][CH2:29][Si:30]([CH3:33])([CH3:32])[CH3:31])[N:24]=[CH:23][C:22]=2[N+:34]([O-])=O)[CH:18]=[CH:17][N:16]=1)[CH2:12][CH:13]=[CH2:14])[C:2]1[CH:7]=[CH:6][CH:5]=[CH:4][CH:3]=1.CC(O)=O.C([O-])([O-])=O.[K+].[K+].O. The catalyst is CO.[Zn]. The product is [CH2:1]([O:8][C:9](=[O:37])[NH:10][C@H:11]([C:15]1[CH:20]=[C:19]([C:21]2[N:25]([CH2:26][O:27][CH2:28][CH2:29][Si:30]([CH3:31])([CH3:33])[CH3:32])[N:24]=[CH:23][C:22]=2[NH2:34])[CH:18]=[CH:17][N:16]=1)[CH2:12][CH:13]=[CH2:14])[C:2]1[CH:7]=[CH:6][CH:5]=[CH:4][CH:3]=1. The yield is 0.630. (6) The reactants are I[C:2]1[CH:7]=[CH:6][C:5]([CH2:8][CH2:9][N:10]2[CH2:15][CH2:14][O:13][CH2:12][CH2:11]2)=[CH:4][CH:3]=1.[CH3:16][C:17]1([CH3:33])[C:21]([CH3:23])([CH3:22])[O:20][B:19]([B:19]2[O:20][C:21]([CH3:23])([CH3:22])[C:17]([CH3:33])([CH3:16])[O:18]2)[O:18]1.CC([O-])=O.[K+].C(Cl)Cl.N#N. The catalyst is CS(C)=O.CCOC(C)=O. The product is [CH3:16][C:17]1([CH3:33])[C:21]([CH3:23])([CH3:22])[O:20][B:19]([C:2]2[CH:7]=[CH:6][C:5]([CH2:8][CH2:9][N:10]3[CH2:15][CH2:14][O:13][CH2:12][CH2:11]3)=[CH:4][CH:3]=2)[O:18]1. The yield is 0.440. (7) The reactants are [C:1]1([S:7][CH2:8][C@H:9]([NH:14][C:15]2[CH:20]=[CH:19][C:18]([S:21](=[O:24])(=[O:23])[NH2:22])=[CH:17][C:16]=2[S:25]([C:28]([F:31])([F:30])[F:29])(=[O:27])=[O:26])[CH2:10][C:11](O)=[O:12])[CH:6]=[CH:5][CH:4]=[CH:3][CH:2]=1.Cl.[Si:33]([O:50][CH2:51][C@@H:52]1[CH2:57][O:56][CH2:55][CH2:54][NH:53]1)([C:46]([CH3:49])([CH3:48])[CH3:47])([C:40]1[CH:45]=[CH:44][CH:43]=[CH:42][CH:41]=1)[C:34]1[CH:39]=[CH:38][CH:37]=[CH:36][CH:35]=1.CCN(C(C)C)C(C)C.CN(C(ON1N=NC2C=CC=NC1=2)=[N+](C)C)C.F[P-](F)(F)(F)(F)F. The catalyst is C(Cl)Cl. The product is [Si:33]([O:50][CH2:51][C@H:52]1[N:53]([C:11](=[O:12])[CH2:10][C@@H:9]([NH:14][C:15]2[CH:20]=[CH:19][C:18]([S:21]([NH2:22])(=[O:24])=[O:23])=[CH:17][C:16]=2[S:25]([C:28]([F:30])([F:31])[F:29])(=[O:27])=[O:26])[CH2:8][S:7][C:1]2[CH:6]=[CH:5][CH:4]=[CH:3][CH:2]=2)[CH2:54][CH2:55][O:56][CH2:57]1)([C:46]([CH3:47])([CH3:48])[CH3:49])([C:34]1[CH:35]=[CH:36][CH:37]=[CH:38][CH:39]=1)[C:40]1[CH:45]=[CH:44][CH:43]=[CH:42][CH:41]=1. The yield is 0.370. (8) The reactants are [CH3:1][C:2]1[CH:3]([C:8]([O:10][CH2:11][CH3:12])=[O:9])[CH2:4][C:5](=[O:7])[CH:6]=1. The catalyst is [Pd].CCOC(C)=O. The product is [CH3:1][CH:2]1[CH2:6][C:5](=[O:7])[CH2:4][CH:3]1[C:8]([O:10][CH2:11][CH3:12])=[O:9]. The yield is 0.990. (9) The reactants are [OH-:1].[Na+].[C:3]([C:5]1[CH:10]=[CH:9][CH:8]=[C:7]([CH2:11][CH3:12])[CH:6]=1)#N.C[OH:14]. The yield is 0.280. The product is [CH2:11]([C:7]1[CH:6]=[C:5]([CH:10]=[CH:9][CH:8]=1)[C:3]([OH:14])=[O:1])[CH3:12]. No catalyst specified.